From a dataset of Reaction yield outcomes from USPTO patents with 853,638 reactions. Predict the reaction yield, written as a fraction of the theoretical maximum amount of product (1.0 means a 100% yield; for example, 0.34 means a 34% yield). (1) The reactants are [CH3:1][NH2:2].O.Cl[C:5]1[C:10]([C:11]([O:13][CH3:14])=[O:12])=[CH:9][N:8]=[C:7]([Cl:15])[CH:6]=1. The catalyst is CC#N. The product is [Cl:15][C:7]1[CH:6]=[C:5]([NH:2][CH3:1])[C:10]([C:11]([O:13][CH3:14])=[O:12])=[CH:9][N:8]=1. The yield is 0.714. (2) The reactants are [Cl:1][C:2]1[CH:3]=[C:4]2[C:9](=[CH:10][CH:11]=1)[NH:8][CH:7]([C:12]1[CH:13]=[C:14]([NH2:18])[CH:15]=[CH:16][CH:17]=1)[CH2:6][C:5]2([CH3:20])[CH3:19].[CH3:21][C:22]1[CH:27]=[CH:26][C:25]([S:28](Cl)(=[O:30])=[O:29])=[CH:24][CH:23]=1. The catalyst is N1C=CC=CC=1. The product is [Cl:1][C:2]1[CH:3]=[C:4]2[C:9](=[CH:10][CH:11]=1)[NH:8][CH:7]([C:12]1[CH:13]=[C:14]([NH:18][S:28]([C:25]3[CH:26]=[CH:27][C:22]([CH3:21])=[CH:23][CH:24]=3)(=[O:30])=[O:29])[CH:15]=[CH:16][CH:17]=1)[CH2:6][C:5]2([CH3:20])[CH3:19]. The yield is 0.460. (3) The product is [CH3:1][O:2][C:3]1[CH:4]=[C:5]([CH2:20][C:21]([N:41]2[CH2:42][CH2:43][CH2:44][CH:40]2[CH2:39][N:37]([C:36]2[CH:35]=[CH:34][C:29]([C:30]([O:32][CH3:33])=[O:31])=[CH:28][C:27]=2[N+:24]([O-:26])=[O:25])[CH3:38])=[O:23])[CH:6]=[CH:7][C:8]=1[NH:9][C:10]([NH:12][C:13]1[CH:18]=[CH:17][CH:16]=[CH:15][C:14]=1[F:19])=[O:11]. The reactants are [CH3:1][O:2][C:3]1[CH:4]=[C:5]([CH2:20][C:21]([OH:23])=O)[CH:6]=[CH:7][C:8]=1[NH:9][C:10]([NH:12][C:13]1[CH:18]=[CH:17][CH:16]=[CH:15][C:14]=1[F:19])=[O:11].[N+:24]([C:27]1[CH:28]=[C:29]([CH:34]=[CH:35][C:36]=1[N:37]([CH2:39][CH:40]1[CH2:44][CH2:43][CH2:42][NH:41]1)[CH3:38])[C:30]([O:32][CH3:33])=[O:31])([O-:26])=[O:25]. The yield is 1.00. The catalyst is CN(C1C=CN=CC=1)C.CN(C=O)C.CCOCC.C1C=CC2N(O)N=NC=2C=1. (4) The product is [C:34]([CH2:33][CH2:32][CH2:29][O:28][C:25]1[CH:24]=[CH:23][C:22]([C:19]2[CH:20]=[CH:21][C:16](/[CH:15]=[CH:14]/[C:11]3[N:12]([CH2:31][CH2:32][CH2:33][C:34]([OH:36])=[O:35])[CH:13]=[C:9]([C:3]4[CH:4]=[CH:5][C:6]([Cl:8])=[CH:7][C:2]=4[Cl:1])[N:10]=3)=[CH:17][CH:18]=2)=[CH:27][CH:26]=1)([OH:36])=[O:35]. The reactants are [Cl:1][C:2]1[CH:7]=[C:6]([Cl:8])[CH:5]=[CH:4][C:3]=1[C:9]1[N:10]=[C:11](/[CH:14]=[CH:15]/[C:16]2[CH:21]=[CH:20][C:19]([C:22]3[CH:27]=[CH:26][C:25]([O:28][CH3:29])=[CH:24][CH:23]=3)=[CH:18][CH:17]=2)[NH:12][CH:13]=1.Br[CH2:31][CH2:32][CH2:33][C:34]([O:36]C)=[O:35]. The yield is 0.270. No catalyst specified.